This data is from Full USPTO retrosynthesis dataset with 1.9M reactions from patents (1976-2016). The task is: Predict the reactants needed to synthesize the given product. (1) Given the product [C:15]1([CH2:21][CH2:22][CH2:23][CH:9]([CH2:8][CH2:7][C:2]2[CH:3]=[CH:4][CH:5]=[CH:6][N:1]=2)[C:10]([O:12][CH2:13][CH3:14])=[O:11])[CH:20]=[CH:19][CH:18]=[CH:17][CH:16]=1, predict the reactants needed to synthesize it. The reactants are: [N:1]1[CH:6]=[CH:5][CH:4]=[CH:3][C:2]=1[CH2:7][CH2:8][CH2:9][C:10]([O:12][CH2:13][CH3:14])=[O:11].[C:15]1([CH2:21][CH2:22][CH2:23]I)[CH:20]=[CH:19][CH:18]=[CH:17][CH:16]=1. (2) The reactants are: B.O1CCCC1.[CH3:7][C:8]([C:10]1[CH:15]=[CH:14][CH:13]=[C:12]([Cl:16])[CH:11]=1)=[O:9]. Given the product [Cl:16][C:12]1[CH:11]=[C:10]([C@@H:8]([OH:9])[CH3:7])[CH:15]=[CH:14][CH:13]=1, predict the reactants needed to synthesize it.